From a dataset of Reaction yield outcomes from USPTO patents with 853,638 reactions. Predict the reaction yield, written as a fraction of the theoretical maximum amount of product (1.0 means a 100% yield; for example, 0.34 means a 34% yield). (1) The reactants are Br[CH2:2][C:3]([C:5]1[CH:10]=[CH:9][CH:8]=[C:7]([Cl:11])[CH:6]=1)=[O:4].[C:12]1(=[O:22])[NH:16][C:15](=[O:17])[C:14]2=[CH:18][CH:19]=[CH:20][CH:21]=[C:13]12.[K]. The catalyst is CN(C)C=O. The product is [Cl:11][C:7]1[CH:6]=[C:5]([C:3](=[O:4])[CH2:2][N:16]2[C:12](=[O:22])[C:13]3[C:14](=[CH:18][CH:19]=[CH:20][CH:21]=3)[C:15]2=[O:17])[CH:10]=[CH:9][CH:8]=1. The yield is 1.17. (2) The reactants are [C:1]1(B(O)O)[CH:6]=[CH:5][CH:4]=[CH:3][CH:2]=1.[F-].[K+].Br[C:13]1[CH:18]=[CH:17][C:16]([OH:19])=[CH:15][CH:14]=1. The yield is 0.910. The catalyst is C([O-])(=O)C.[Pd+2].C([O-])(=O)C.C(P(C(C)(C)C)C1C=CC=CC=1C1C=CC=CC=1)(C)(C)C. The product is [OH:19][C:16]1[CH:17]=[CH:18][C:13]([C:1]2[CH:6]=[CH:5][CH:4]=[CH:3][CH:2]=2)=[CH:14][CH:15]=1. (3) The reactants are [NH2:1][C:2]1[N:6]([C:7]2[CH:12]=[CH:11][CH:10]=[C:9]([Cl:13])[C:8]=2[F:14])[N:5]=[CH:4][C:3]=1[C:15]([O:17]CC)=[O:16].[OH-].[Na+]. The catalyst is CO. The product is [NH2:1][C:2]1[N:6]([C:7]2[CH:12]=[CH:11][CH:10]=[C:9]([Cl:13])[C:8]=2[F:14])[N:5]=[CH:4][C:3]=1[C:15]([OH:17])=[O:16]. The yield is 0.920. (4) The yield is 0.650. The catalyst is C(O)C. The product is [OH:6][S:3]([C:2]([F:8])([F:7])[F:1])(=[O:5])=[O:4].[CH3:9][N:10]1[C:20]2[C:15](=[CH:16][CH:17]=[CH:18][CH:19]=2)[C:13]([CH:14]=[CH:33][C:29]2[N:28]([CH3:27])[CH:32]=[CH:31][CH:30]=2)=[CH:12][CH2:11]1. The reactants are [F:1][C:2]([F:8])([F:7])[S:3]([O-:6])(=[O:5])=[O:4].[CH3:9][N+:10]1[C:20]2[C:15](=[CH:16][CH:17]=[CH:18][CH:19]=2)[C:13]([CH3:14])=[CH:12][CH:11]=1.N1CCCCC1.[CH3:27][N:28]1[CH:32]=[CH:31][CH:30]=[C:29]1[CH:33]=O. (5) The reactants are [O:1]=[C:2]1[NH:6][C:5]2[CH:7]=[CH:8][C:9]([CH:11]=O)=[CH:10][C:4]=2[NH:3]1.[CH3:13][C:14]1[CH:19]=[C:18]([CH3:20])[CH:17]=[C:16]([CH3:21])[C:15]=1[CH:22]1[CH2:27][C:26](=O)[CH2:25][C:24](=[O:29])[CH2:23]1.C([O-])(=O)C.[NH4+].[CH2:35]([O:37][C:38](=[O:49])[CH2:39][C:40](=O)[CH2:41][CH2:42][CH:43]1[CH2:47][CH2:46][CH2:45][CH2:44]1)[CH3:36].F[B-](F)(F)F.C([N+:59]1C=CN(C)C=1)CCC. No catalyst specified. The product is [CH2:35]([O:37][C:38]([C:39]1[CH:11]([C:9]2[CH:8]=[CH:7][C:5]3[NH:6][C:2](=[O:1])[NH:3][C:4]=3[CH:10]=2)[C:25]2[C:24](=[O:29])[CH2:23][CH:22]([C:15]3[C:16]([CH3:21])=[CH:17][C:18]([CH3:20])=[CH:19][C:14]=3[CH3:13])[CH2:27][C:26]=2[NH:59][C:40]=1[CH2:41][CH2:42][CH:43]1[CH2:47][CH2:46][CH2:45][CH2:44]1)=[O:49])[CH3:36]. The yield is 0.400. (6) The reactants are [C:1]([O:5][C:6](=[O:29])[NH:7][C:8]1[CH:13]=[CH:12][CH:11]=[C:10]([CH2:14][CH:15]2[CH2:19][CH:18]([NH:20][C:21]([O:23][C:24]([CH3:27])([CH3:26])[CH3:25])=[O:22])[CH2:17][CH:16]2[OH:28])[N:9]=1)([CH3:4])([CH3:3])[CH3:2].C[N+]1([O-])CCOCC1. The catalyst is ClCCl.C(#N)C.[Ru]([O-])(=O)(=O)=O.C([N+](CCC)(CCC)CCC)CC. The product is [C:1]([O:5][C:6](=[O:29])[NH:7][C:8]1[CH:13]=[CH:12][CH:11]=[C:10]([CH2:14][CH:15]2[CH2:19][CH:18]([NH:20][C:21]([O:23][C:24]([CH3:27])([CH3:26])[CH3:25])=[O:22])[CH2:17][C:16]2=[O:28])[N:9]=1)([CH3:2])([CH3:4])[CH3:3]. The yield is 0.670.